Dataset: Full USPTO retrosynthesis dataset with 1.9M reactions from patents (1976-2016). Task: Predict the reactants needed to synthesize the given product. (1) Given the product [C:31]([O:35][C:36]([N:15]1[CH2:16][CH2:17][CH:12]([NH:11][C:9]2[O:10][C:6]3[CH:5]=[CH:4][C:3]([O:2][CH3:1])=[CH:18][C:7]=3[N:8]=2)[CH2:13][CH2:14]1)=[O:37])([CH3:34])([CH3:33])[CH3:32], predict the reactants needed to synthesize it. The reactants are: [CH3:1][O:2][C:3]1[CH:4]=[CH:5][C:6]2[O:10][C:9]([NH:11][CH:12]3[CH2:17][CH2:16][NH:15][CH2:14][CH2:13]3)=[N:8][C:7]=2[CH:18]=1.ClC1OC2C=CC(OC)=CC=2N=1.[C:31]([O:35][C:36](N1CCC(N)CC1)=[O:37])([CH3:34])([CH3:33])[CH3:32]. (2) Given the product [Cl:29][C:23]1[CH:22]=[C:21]([C:18]2[CH:19]=[CH:20][N:16]([CH2:15][C@@H:14]([NH:13][C:10]([C:7]3[NH:6][N:5]=[C:4]([O:3][CH2:1][CH3:2])[C:8]=3[CH3:9])=[O:12])[CH3:30])[N:17]=2)[CH:28]=[CH:27][C:24]=1[C:25]#[N:26], predict the reactants needed to synthesize it. The reactants are: [CH2:1]([O:3][C:4]1[C:8]([CH3:9])=[C:7]([C:10]([OH:12])=O)[NH:6][N:5]=1)[CH3:2].[NH2:13][C@@H:14]([CH3:30])[CH2:15][N:16]1[CH:20]=[CH:19][C:18]([C:21]2[CH:28]=[CH:27][C:24]([C:25]#[N:26])=[C:23]([Cl:29])[CH:22]=2)=[N:17]1. (3) Given the product [Br:16][C:11]1[CH:12]=[CH:13][C:8]([O:1][C:2]2[CH:3]=[CH:4][CH:5]=[CH:6][CH:7]=2)=[CH:9][C:10]=1[CH2:14][OH:15], predict the reactants needed to synthesize it. The reactants are: [O:1]([C:8]1[CH:9]=[C:10]([CH2:14][OH:15])[CH:11]=[CH:12][CH:13]=1)[C:2]1[CH:7]=[CH:6][CH:5]=[CH:4][CH:3]=1.[Br:16]N1C(=O)CCC1=O. (4) Given the product [NH2:10][C:11]1[N:16]=[CH:15][C:14]([C:17]#[C:18][C:19]2[CH:20]=[C:21]([NH:25][C:26]([NH:9][C:6]3[CH:7]=[CH:8][N:4]([CH:1]([CH3:3])[CH3:2])[N:5]=3)=[O:27])[CH:22]=[CH:23][CH:24]=2)=[CH:13][N:12]=1, predict the reactants needed to synthesize it. The reactants are: [CH:1]([N:4]1[CH:8]=[CH:7][C:6]([NH2:9])=[N:5]1)([CH3:3])[CH3:2].[NH2:10][C:11]1[N:16]=[CH:15][C:14]([C:17]#[C:18][C:19]2[CH:20]=[C:21]([NH:25][C:26](=O)[O:27]C3C=CC=CC=3)[CH:22]=[CH:23][CH:24]=2)=[CH:13][N:12]=1. (5) Given the product [CH3:1][O:2][Si:3]([O:8][CH3:9])([O:6][CH3:7])[O:4][CH3:5].[CH3:25][Si:26]([CH3:33])([O:30][CH2:31][CH3:32])[O:27][CH2:28][CH3:29], predict the reactants needed to synthesize it. The reactants are: [CH3:1][O:2][Si:3]([O:8][CH3:9])([O:6][CH3:7])[O:4][CH3:5].C(OCCC[Si](OC)(OC)OC)C1OC1.[CH3:25][Si:26]([CH3:33])([O:30][CH2:31][CH3:32])[O:27][CH2:28][CH3:29]. (6) Given the product [CH2:41]([N:4]1[C:3]([C:18]2[N:22]([C:23]3[CH:24]=[CH:25][C:26]([C:27]#[N:28])=[CH:29][CH:30]=3)[N:21]=[CH:20][CH:19]=2)=[C:2]([CH3:1])[N:6]([C:7]2[CH:12]=[CH:11][CH:10]=[C:9]([C:13]([F:16])([F:15])[F:14])[CH:8]=2)[C:5]1=[O:17])[CH2:37][CH2:38][CH3:39], predict the reactants needed to synthesize it. The reactants are: [CH3:1][C:2]1[N:6]([C:7]2[CH:12]=[CH:11][CH:10]=[C:9]([C:13]([F:16])([F:15])[F:14])[CH:8]=2)[C:5](=[O:17])[NH:4][C:3]=1[C:18]1[N:22]([C:23]2[CH:30]=[CH:29][C:26]([C:27]#[N:28])=[CH:25][CH:24]=2)[N:21]=[CH:20][CH:19]=1.CC(C)([O-])C.[K+].[CH2:37]1[CH2:41]O[CH2:39][CH2:38]1.ICCCC. (7) Given the product [N:3]1([C:1]([N:30]2[CH2:29][CH2:28][N:27]([C:19]3[N:18]=[C:17]([NH:16][CH2:13][CH:14]=[CH2:15])[N:22]=[C:21]([NH:23][CH2:24][CH:25]=[CH2:26])[N:20]=3)[CH2:32][CH2:31]2)=[S:2])[CH:7]=[CH:6][N:5]=[CH:4]1, predict the reactants needed to synthesize it. The reactants are: [C:1](N1C=CN=C1)([N:3]1[CH:7]=[CH:6][N:5]=[CH:4]1)=[S:2].[CH2:13]([NH:16][C:17]1[N:22]=[C:21]([NH:23][CH2:24][CH:25]=[CH2:26])[N:20]=[C:19]([N:27]2[CH2:32][CH2:31][NH:30][CH2:29][CH2:28]2)[N:18]=1)[CH:14]=[CH2:15].C1CCN2C(=NCCC2)CC1.C(OCC)(=O)C.